From a dataset of Forward reaction prediction with 1.9M reactions from USPTO patents (1976-2016). Predict the product of the given reaction. (1) The product is: [CH2:12]([NH:19][C:6]1[C:5]([N+:9]([O-:11])=[O:10])=[CH:4][N:3]=[C:2]([Cl:1])[CH:7]=1)[C:13]1[CH:18]=[CH:17][CH:16]=[CH:15][CH:14]=1. Given the reactants [Cl:1][C:2]1[CH:7]=[C:6](Cl)[C:5]([N+:9]([O-:11])=[O:10])=[CH:4][N:3]=1.[CH2:12]([NH2:19])[C:13]1[CH:18]=[CH:17][CH:16]=[CH:15][CH:14]=1.CCN(C(C)C)C(C)C.O, predict the reaction product. (2) Given the reactants [N+:1]([C:4]1[CH:21]=[CH:20][C:7]([O:8][C:9]2[CH:10]=[C:11]3[C:15](=[CH:16][CH:17]=2)[C:14](=[O:18])[NH:13][C:12]3=[O:19])=[CH:6][CH:5]=1)([O-])=O, predict the reaction product. The product is: [NH2:1][C:4]1[CH:21]=[CH:20][C:7]([O:8][C:9]2[CH:10]=[C:11]3[C:15](=[CH:16][CH:17]=2)[C:14](=[O:18])[NH:13][C:12]3=[O:19])=[CH:6][CH:5]=1. (3) Given the reactants [CH2:1]([C:5](=[CH2:11])[C:6]([O:8]CC)=[O:7])[CH:2]([CH3:4])[CH3:3].Cl, predict the reaction product. The product is: [CH2:1]([C:5](=[CH2:11])[C:6]([OH:8])=[O:7])[CH:2]([CH3:4])[CH3:3]. (4) Given the reactants [NH2:1][CH:2]1[CH2:7][CH2:6][N:5]([C:8]2[CH:16]=[CH:15][C:11]([C:12]([NH2:14])=[O:13])=[C:10](Cl)[N:9]=2)[CH2:4]C1.C([O-])([O-])=O.[K+].[K+].C(OC(N1C=[C:35](B2O[C:34](C)([CH3:35])[C:33](C)([CH3:32])O2)[CH2:34][CH2:33][CH2:32]1)=O)(C)(C)C.O1[CH2:51][CH2:50][O:49][CH2:48][CH2:47]1, predict the reaction product. The product is: [NH2:1][CH:2]1[CH2:7][CH2:6][N:5]([C:8]2[CH:16]=[CH:15][C:11]([C:12]([NH2:14])=[O:13])=[C:10]([C:33]3[CH:34]=[CH:35][C:48]([O:49][C:50]4[CH:51]=[CH:16][CH:15]=[CH:11][CH:10]=4)=[CH:47][CH:32]=3)[N:9]=2)[CH2:4]1. (5) Given the reactants [NH2:1][C:2]1[CH:11]=[CH:10][C:5]([C:6]([O:8]C)=O)=[CH:4][C:3]=1[OH:12].[N:13]1(C(N2C=CN=C2)=N)C=CN=[CH:14]1.C(OCC)(=O)C.[H-].[H-].[H-].[H-].[Li+].[Al+3], predict the reaction product. The product is: [NH2:13][C:14]1[O:12][C:3]2[CH:4]=[C:5]([CH2:6][OH:8])[CH:10]=[CH:11][C:2]=2[N:1]=1.